This data is from Full USPTO retrosynthesis dataset with 1.9M reactions from patents (1976-2016). The task is: Predict the reactants needed to synthesize the given product. (1) Given the product [Br:1][C:2]1[C:3]([O:15][CH2:16][C:17]([F:20])([F:19])[F:18])=[N:4][C:5]([C:11]([F:14])([F:13])[F:12])=[C:6]([CH:10]=1)[C:7]([NH:21][CH2:22][C@@:23]([CH:25]1[CH2:27][CH2:26]1)([OH:24])[CH3:28])=[O:9], predict the reactants needed to synthesize it. The reactants are: [Br:1][C:2]1[C:3]([O:15][CH2:16][C:17]([F:20])([F:19])[F:18])=[N:4][C:5]([C:11]([F:14])([F:13])[F:12])=[C:6]([CH:10]=1)[C:7]([OH:9])=O.[NH2:21][CH2:22][C@@:23]([CH3:28])([CH:25]1[CH2:27][CH2:26]1)[OH:24]. (2) Given the product [Si:1]([O:8][CH2:9][CH:10]1[CH2:15][N:14]2[N:16]=[C:17]([I:24])[C:18]([C:19]([O:21][CH2:22][CH3:23])=[O:20])=[C:13]2[CH2:12][NH:11]1)([C:4]([CH3:7])([CH3:6])[CH3:5])([CH3:2])[CH3:3], predict the reactants needed to synthesize it. The reactants are: [Si:1]([O:8][CH2:9][CH:10]1[CH2:15][N:14]2[N:16]=[C:17]([I:24])[C:18]([C:19]([O:21][CH2:22][CH3:23])=[O:20])=[C:13]2[C:12](=O)[NH:11]1)([C:4]([CH3:7])([CH3:6])[CH3:5])([CH3:3])[CH3:2].C(O)C. (3) Given the product [Cl:23][C:15]1[CH:14]=[C:13]([C:11]2[O:10][N:9]=[C:8]([C:4]3[C:3]([CH3:24])=[C:2]([CH2:27][C@@H:28]([CH3:33])[C:29]([O:31][CH3:32])=[O:30])[CH:7]=[CH:6][CH:5]=3)[N:12]=2)[CH:18]=[N:17][C:16]=1[O:19][CH:20]([CH3:22])[CH3:21], predict the reactants needed to synthesize it. The reactants are: Br[C:2]1[C:3]([CH3:24])=[C:4]([C:8]2[N:12]=[C:11]([C:13]3[CH:14]=[C:15]([Cl:23])[C:16]([O:19][CH:20]([CH3:22])[CH3:21])=[N:17][CH:18]=3)[O:10][N:9]=2)[CH:5]=[CH:6][CH:7]=1.Br[Zn][CH2:27][CH:28]([CH3:33])[C:29]([O:31][CH3:32])=[O:30].